Dataset: Catalyst prediction with 721,799 reactions and 888 catalyst types from USPTO. Task: Predict which catalyst facilitates the given reaction. (1) Reactant: [CH3:1][O:2][C:3]1[CH:4]=[C:5]2[C:10](=[CH:11][CH:12]=1)[C:9]([OH:13])=[C:8]([C:14]1[CH:19]=[CH:18][CH:17]=[CH:16][CH:15]=1)[C:7]([CH3:20])=[CH:6]2.[H-].[Na+].F[C:24]1[CH:31]=[CH:30][C:27]([CH:28]=[O:29])=[CH:26][CH:25]=1. Product: [CH3:20][C:7]1[C:8]([C:14]2[CH:15]=[CH:16][CH:17]=[CH:18][CH:19]=2)=[C:9]([O:13][C:24]2[CH:31]=[CH:30][C:27]([CH:28]=[O:29])=[CH:26][CH:25]=2)[C:10]2[C:5]([CH:6]=1)=[CH:4][C:3]([O:2][CH3:1])=[CH:12][CH:11]=2. The catalyst class is: 3. (2) Reactant: Br[C:2]1[CH:10]=[CH:9][C:8]([F:11])=[C:7]2[C:3]=1[CH:4]=[CH:5][NH:6]2.[B:12]1([B:12]2[O:16][C:15]([CH3:18])([CH3:17])[C:14]([CH3:20])([CH3:19])[O:13]2)[O:16][C:15]([CH3:18])([CH3:17])[C:14]([CH3:20])([CH3:19])[O:13]1.CC([O-])=O.[K+]. Product: [F:11][C:8]1[CH:9]=[CH:10][C:2]([B:12]2[O:16][C:15]([CH3:18])([CH3:17])[C:14]([CH3:20])([CH3:19])[O:13]2)=[C:3]2[C:7]=1[NH:6][CH:5]=[CH:4]2. The catalyst class is: 438. (3) Reactant: FC(F)(F)C(O)=O.[Cl:8][C:9]1[CH:10]=[C:11]([C:29]2[CH:34]=[CH:33][C:32]([F:35])=[CH:31][CH:30]=2)[CH:12]=[C:13]([Cl:28])[C:14]=1[CH2:15][C@@H:16]1[CH2:20][CH2:19][N:18]([CH:21]2[CH2:26][CH2:25][NH:24][CH2:23][CH2:22]2)[C:17]1=[O:27].Cl[C:37]([O:39][CH3:40])=[O:38].C(N(CC)CC)C. The catalyst class is: 2. Product: [CH3:40][O:39][C:37]([N:24]1[CH2:25][CH2:26][CH:21]([N:18]2[CH2:19][CH2:20][C@@H:16]([CH2:15][C:14]3[C:13]([Cl:28])=[CH:12][C:11]([C:29]4[CH:30]=[CH:31][C:32]([F:35])=[CH:33][CH:34]=4)=[CH:10][C:9]=3[Cl:8])[C:17]2=[O:27])[CH2:22][CH2:23]1)=[O:38]. (4) Reactant: [F:1][C:2]1[CH:3]=[C:4]([C:11]([CH3:23])([CH3:22])[CH2:12][C:13]([OH:21])([C:17]([F:20])([F:19])[F:18])[C:14](O)=[O:15])[C:5]2[O:9][CH2:8][CH2:7][C:6]=2[CH:10]=1.[H-].[Al+3].[Li+].[H-].[H-].[H-].C([O-])(O)=O.[Na+]. Product: [F:1][C:2]1[CH:3]=[C:4]([C:11]([CH3:23])([CH3:22])[CH2:12][C:13]([C:17]([F:20])([F:18])[F:19])([OH:21])[CH2:14][OH:15])[C:5]2[O:9][CH2:8][CH2:7][C:6]=2[CH:10]=1. The catalyst class is: 1. (5) Reactant: [Br:1][C:2]1[CH:3]=[CH:4][C:5](F)=[N:6][CH:7]=1.[C:9]1([C:15]2([NH2:19])[CH2:18][CH2:17][CH2:16]2)[CH:14]=[CH:13][CH:12]=[CH:11][CH:10]=1.CN1C(=O)CCC1. Product: [Br:1][C:2]1[CH:3]=[CH:4][C:5]([NH:19][C:15]2([C:9]3[CH:14]=[CH:13][CH:12]=[CH:11][CH:10]=3)[CH2:16][CH2:17][CH2:18]2)=[N:6][CH:7]=1. The catalyst class is: 6. (6) Reactant: Br[C:2]1[CH:7]=[CH:6][C:5]([C:8]#[N:9])=[CH:4][N:3]=1.C(=O)([O-])[O-].[Cs+].[Cs+].CC1(C)C2C=CC=C(P(C3C=CC=CC=3)C3C=CC=CC=3)C=2OC2C1=CC=CC=2P(C1C=CC=CC=1)C1C=CC=CC=1.[CH3:58][O:59][C:60]([C:62]1[C:74]2[C:73]3[C:68](=[CH:69][CH:70]=[CH:71][CH:72]=3)[NH:67][C:66]=2[CH:65]=[CH:64][CH:63]=1)=[O:61]. Product: [CH3:58][O:59][C:60]([C:62]1[C:74]2[C:73]3[C:68](=[CH:69][CH:70]=[CH:71][CH:72]=3)[N:67]([C:2]3[CH:7]=[CH:6][C:5]([C:8]#[N:9])=[CH:4][N:3]=3)[C:66]=2[CH:65]=[CH:64][CH:63]=1)=[O:61]. The catalyst class is: 160. (7) Reactant: [CH3:1][O:2][C:3]([C:5]1[CH:14]=[CH:13][C:12]2[C:7](=[CH:8][CH:9]=[CH:10][C:11]=2[N:15]=[CH:16][C:17]([OH:35])([C:31]([F:34])([F:33])[F:32])[CH2:18][C:19]([C:22]2[CH:27]=[CH:26][CH:25]=[C:24]([F:28])[C:23]=2[O:29][CH3:30])([CH3:21])[CH3:20])[N:6]=1)=[O:4].C(=O)(O)[O-].[Na+]. Product: [CH3:1][O:2][C:3]([C:5]1[CH:14]=[CH:13][C:12]2[C:7](=[CH:8][CH:9]=[CH:10][C:11]=2[NH:15][CH:16]2[C:27]3[C:22](=[C:23]([O:29][CH3:30])[C:24]([F:28])=[CH:25][CH:26]=3)[C:19]([CH3:21])([CH3:20])[CH2:18][C:17]2([OH:35])[C:31]([F:32])([F:33])[F:34])[N:6]=1)=[O:4]. The catalyst class is: 528. (8) Reactant: [F:1][C:2]1[CH:3]=[C:4]([CH2:9][C:10]([OH:12])=O)[CH:5]=[CH:6][C:7]=1[CH3:8].C(N1C=CN=C1)(N1C=CN=C1)=O.Cl.[NH2:26][CH2:27][C:28]1[CH:37]=[CH:36][CH:35]=[C:34]2[C:29]=1[C:30](=[O:47])[N:31]([CH:39]1[CH2:44][CH2:43][C:42](=[O:45])[NH:41][C:40]1=[O:46])[C:32]([CH3:38])=[N:33]2. Product: [O:46]=[C:40]1[CH:39]([N:31]2[C:30](=[O:47])[C:29]3[C:34](=[CH:35][CH:36]=[CH:37][C:28]=3[CH2:27][NH:26][C:10](=[O:12])[CH2:9][C:4]3[CH:5]=[CH:6][C:7]([CH3:8])=[C:2]([F:1])[CH:3]=3)[N:33]=[C:32]2[CH3:38])[CH2:44][CH2:43][C:42](=[O:45])[NH:41]1. The catalyst class is: 3. (9) Reactant: CS(O[CH2:6][C@@H:7]1[C@@H:14]2[C@@H:10]([O:11][C:12]([CH3:16])([CH3:15])[O:13]2)[C@H:9]([N:17]2[CH:25]=[N:24][C:23]3[C:18]2=[N:19][CH:20]=[N:21][CH:22]=3)[O:8]1)(=O)=O.[N-:26]=[N+:27]=[N-:28].[Na+]. Product: [N:26]([CH2:6][C@@H:7]1[C@H:14]2[O:13][C:12]([CH3:15])([CH3:16])[O:11][C@H:10]2[C@H:9]([N:17]2[CH:25]=[N:24][C:23]3[C:18]2=[N:19][CH:20]=[N:21][CH:22]=3)[O:8]1)=[N+:27]=[N-:28]. The catalyst class is: 3. (10) Reactant: [CH3:1][N:2]1[CH2:7][CH2:6][N:5]([C:8]2[CH:13]=[CH:12][C:11]([N+:14]([O-])=O)=[C:10]([O:17][CH:18]([CH3:20])[CH3:19])[N:9]=2)[CH2:4][CH2:3]1.C([O-])=O.[NH4+]. Product: [CH3:1][N:2]1[CH2:7][CH2:6][N:5]([C:8]2[N:9]=[C:10]([O:17][CH:18]([CH3:19])[CH3:20])[C:11]([NH2:14])=[CH:12][CH:13]=2)[CH2:4][CH2:3]1. The catalyst class is: 43.